From a dataset of NCI-60 drug combinations with 297,098 pairs across 59 cell lines. Regression. Given two drug SMILES strings and cell line genomic features, predict the synergy score measuring deviation from expected non-interaction effect. (1) Drug 1: C1CN1C2=NC(=NC(=N2)N3CC3)N4CC4. Drug 2: CC1C(C(CC(O1)OC2CC(CC3=C2C(=C4C(=C3O)C(=O)C5=CC=CC=C5C4=O)O)(C(=O)C)O)N)O. Cell line: NCI-H460. Synergy scores: CSS=49.0, Synergy_ZIP=-5.89, Synergy_Bliss=-7.27, Synergy_Loewe=-1.18, Synergy_HSA=0.550. (2) Drug 1: CN(C(=O)NC(C=O)C(C(C(CO)O)O)O)N=O. Drug 2: CC1C(C(CC(O1)OC2CC(CC3=C2C(=C4C(=C3O)C(=O)C5=C(C4=O)C(=CC=C5)OC)O)(C(=O)CO)O)N)O.Cl. Cell line: MCF7. Synergy scores: CSS=38.4, Synergy_ZIP=-1.52, Synergy_Bliss=-2.61, Synergy_Loewe=-18.6, Synergy_HSA=-0.991. (3) Drug 1: CC(C)(C#N)C1=CC(=CC(=C1)CN2C=NC=N2)C(C)(C)C#N. Drug 2: CC=C1C(=O)NC(C(=O)OC2CC(=O)NC(C(=O)NC(CSSCCC=C2)C(=O)N1)C(C)C)C(C)C. Cell line: UACC-257. Synergy scores: CSS=29.0, Synergy_ZIP=0.794, Synergy_Bliss=1.44, Synergy_Loewe=-42.3, Synergy_HSA=0.133. (4) Drug 1: C1=CC(=CC=C1CCCC(=O)O)N(CCCl)CCCl. Drug 2: CN1C(=O)N2C=NC(=C2N=N1)C(=O)N. Cell line: M14. Synergy scores: CSS=4.17, Synergy_ZIP=-5.22, Synergy_Bliss=0.493, Synergy_Loewe=-15.1, Synergy_HSA=-4.34. (5) Drug 1: CC1=C(C(CCC1)(C)C)C=CC(=CC=CC(=CC(=O)O)C)C. Drug 2: C(CCl)NC(=O)N(CCCl)N=O. Cell line: SK-OV-3. Synergy scores: CSS=0.776, Synergy_ZIP=0.965, Synergy_Bliss=4.11, Synergy_Loewe=0.251, Synergy_HSA=0.643. (6) Drug 1: C1C(C(OC1N2C=C(C(=O)NC2=O)F)CO)O. Drug 2: C1=CC=C(C=C1)NC(=O)CCCCCCC(=O)NO. Cell line: SK-MEL-5. Synergy scores: CSS=27.5, Synergy_ZIP=-6.78, Synergy_Bliss=2.48, Synergy_Loewe=-4.42, Synergy_HSA=3.10. (7) Synergy scores: CSS=38.3, Synergy_ZIP=0.693, Synergy_Bliss=-0.973, Synergy_Loewe=-23.5, Synergy_HSA=-3.05. Cell line: NCI-H460. Drug 1: CC1C(C(CC(O1)OC2CC(OC(C2O)C)OC3=CC4=CC5=C(C(=O)C(C(C5)C(C(=O)C(C(C)O)O)OC)OC6CC(C(C(O6)C)O)OC7CC(C(C(O7)C)O)OC8CC(C(C(O8)C)O)(C)O)C(=C4C(=C3C)O)O)O)O. Drug 2: C1=NNC2=C1C(=O)NC=N2.